From a dataset of Forward reaction prediction with 1.9M reactions from USPTO patents (1976-2016). Predict the product of the given reaction. (1) Given the reactants [Cl:1][C:2]1[CH:7]=[CH:6][C:5]([C:8]2[CH:9]=[C:10]([NH2:20])[CH:11]=[N:12][C:13]=2[O:14][CH2:15][C:16]([F:19])([F:18])[F:17])=[CH:4][CH:3]=1.[N:21]1[CH:26]=[CH:25][CH:24]=[C:23]([C:27](O)=[O:28])[N:22]=1, predict the reaction product. The product is: [Cl:1][C:2]1[CH:3]=[CH:4][C:5]([C:8]2[CH:9]=[C:10]([NH:20][C:27]([C:23]3[N:22]=[N:21][CH:26]=[CH:25][CH:24]=3)=[O:28])[CH:11]=[N:12][C:13]=2[O:14][CH2:15][C:16]([F:17])([F:18])[F:19])=[CH:6][CH:7]=1. (2) Given the reactants [NH2:1][C:2]1[C:7]([CH:8]=O)=[C:6]([Cl:10])[N:5]=[CH:4][N:3]=1.Cl.[CH3:12][O:13][NH2:14].C(O)(=O)C, predict the reaction product. The product is: [CH3:12][O:13][N:14]=[CH:8][C:7]1[C:2]([NH2:1])=[N:3][CH:4]=[N:5][C:6]=1[Cl:10]. (3) Given the reactants [CH3:1][S:2](Cl)(=[O:4])=[O:3].[CH3:6][O:7][C:8]1[CH:13]=[C:12]([CH3:14])[C:11]([S:15]([N:18]2[CH2:27][CH2:26][C:25]3[C:20](=[CH:21][C:22]([CH2:28][OH:29])=[CH:23][CH:24]=3)[CH2:19]2)(=[O:17])=[O:16])=[C:10]([CH3:30])[CH:9]=1, predict the reaction product. The product is: [CH3:1][S:2]([O:29][CH2:28][C:22]1[CH:21]=[C:20]2[C:25]([CH2:26][CH2:27][N:18]([S:15]([C:11]3[C:12]([CH3:14])=[CH:13][C:8]([O:7][CH3:6])=[CH:9][C:10]=3[CH3:30])(=[O:16])=[O:17])[CH2:19]2)=[CH:24][CH:23]=1)(=[O:4])=[O:3]. (4) Given the reactants [C:1]12([NH2:11])[CH2:10][CH:5]3[CH2:6][CH:7]([CH2:9][CH:3]([CH2:4]3)[CH2:2]1)[CH2:8]2.Cl[CH2:13][C:14]1[N:18]=[C:17]([CH:19]2[CH2:23][CH2:22][CH2:21][O:20]2)[O:16][N:15]=1, predict the reaction product. The product is: [O:20]1[CH2:21][CH2:22][CH2:23][CH:19]1[C:17]1[O:16][N:15]=[C:14]([CH2:13][NH:11][C:1]23[CH2:8][CH:7]4[CH2:6][CH:5]([CH2:4][CH:3]([CH2:9]4)[CH2:2]2)[CH2:10]3)[N:18]=1. (5) Given the reactants [C:1]1([CH3:11])[CH:6]=[C:5]([CH3:7])[CH:4]=[C:3]([CH3:8])[C:2]=1[Mg]Br.[C:12](=[O:14])=[O:13], predict the reaction product. The product is: [CH3:11][C:1]1[CH:6]=[C:5]([CH3:7])[CH:4]=[C:3]([CH3:8])[C:2]=1[C:12]([OH:14])=[O:13]. (6) Given the reactants [OH:1][CH2:2][C:3]1[N:4]=[C:5]([C:8]([O:10][CH2:11][CH3:12])=[O:9])[S:6][CH:7]=1.CC(C)(CC(=O)NNC(C1SC=C(COCOCC[Si](C)(C)C)N=1)=O)C(OC)=O.Br[C:43]1[CH:48]=[CH:47][C:46]([S:49]([NH:52][C@@H:53]([CH3:58])[C:54]([F:57])([F:56])[F:55])(=[O:51])=[O:50])=[C:45]([Cl:59])[C:44]=1[Cl:60].P(C1CCCCC1)(C1CCCCC1)C1CCCCC1.[H+].[B-](F)(F)(F)F.C(O)(=O)C(C)(C)C.C([O-])([O-])=O.[Na+].[Na+], predict the reaction product. The product is: [Cl:60][C:44]1[C:45]([Cl:59])=[C:46]([S:49](=[O:50])(=[O:51])[NH:52][C@@H:53]([CH3:58])[C:54]([F:55])([F:56])[F:57])[CH:47]=[CH:48][C:43]=1[C:7]1[S:6][C:5]([C:8]([O:10][CH2:11][CH3:12])=[O:9])=[N:4][C:3]=1[CH2:2][OH:1]. (7) Given the reactants [CH3:1][C:2]1([CH:7]([CH2:11][CH3:12])[C:8]([OH:10])=O)[O:6][CH2:5][CH2:4][O:3]1.C(Cl)(=O)C(Cl)=O.N1C=CC=CC=1.[S:25]1[CH:29]=[CH:28][CH:27]=[C:26]1[CH2:30][CH2:31][NH2:32], predict the reaction product. The product is: [CH3:1][C:2]1([CH:7]([CH2:11][CH3:12])[C:8]([NH:32][CH2:31][CH2:30][C:26]2[S:25][CH:29]=[CH:28][CH:27]=2)=[O:10])[O:3][CH2:4][CH2:5][O:6]1. (8) Given the reactants [N:1]12[CH2:8][CH2:7][CH:4]([CH2:5][CH2:6]1)[CH:3]([O:9][C:10](=[O:23])[NH:11][C:12]([C:15]1[CH:20]=[CH:19][C:18]([F:21])=[C:17](Br)[CH:16]=1)([CH3:14])[CH3:13])[CH2:2]2.[CH3:24][CH:25]([CH3:30])[CH2:26]B(O)O, predict the reaction product. The product is: [N:1]12[CH2:8][CH2:7][CH:4]([CH2:5][CH2:6]1)[CH:3]([O:9][C:10](=[O:23])[NH:11][C:12]([C:15]1[CH:20]=[CH:19][C:18]([F:21])=[C:17]([CH2:24][CH:25]([CH3:30])[CH3:26])[CH:16]=1)([CH3:14])[CH3:13])[CH2:2]2.